This data is from Full USPTO retrosynthesis dataset with 1.9M reactions from patents (1976-2016). The task is: Predict the reactants needed to synthesize the given product. (1) Given the product [CH3:1][O:2][C:3]1[N:8]=[CH:7][C:6]([N:9]2[C:13]([C:14]3[CH:18]=[CH:17][N:16]([CH3:19])[CH:15]=3)=[CH:12][C:11]([C:20]([OH:22])=[O:21])=[N:10]2)=[CH:5][CH:4]=1, predict the reactants needed to synthesize it. The reactants are: [CH3:1][O:2][C:3]1[N:8]=[CH:7][C:6]([N:9]2[C:13]([C:14]3[CH:18]=[CH:17][N:16]([CH3:19])[CH:15]=3)=[CH:12][C:11]([C:20]([O:22]CC)=[O:21])=[N:10]2)=[CH:5][CH:4]=1.[OH-].[Na+].O.C(OCC)C. (2) Given the product [C:20]([C:24]1[CH:25]=[C:26]([CH:30]=[C:31]([S:35]([CH3:38])(=[O:36])=[O:37])[C:32]=1[O:33][CH3:34])[C:27]([N:3]1[C:4]2[CH:9]=[CH:8][CH:7]=[CH:6][C:5]=2[S:1][CH2:2]1)=[O:28])([CH3:23])([CH3:21])[CH3:22], predict the reactants needed to synthesize it. The reactants are: [S:1]1[C:5]2[CH:6]=[CH:7][CH:8]=[CH:9][C:4]=2[NH:3][CH2:2]1.NC1C=CC=CC=1S.C=O.[C:20]([C:24]1[CH:25]=[C:26]([CH:30]=[C:31]([S:35]([CH3:38])(=[O:37])=[O:36])[C:32]=1[O:33][CH3:34])[C:27](Cl)=[O:28])([CH3:23])([CH3:22])[CH3:21]. (3) Given the product [NH2:1][C:2]1[C:21]([Br:22])=[CH:20][C:5]2[C:6]([C:16]([NH:18][CH3:19])=[O:17])=[C:7]([C:9]3[CH:10]=[N:11][C:12]([O:30][C:27]4[CH:28]=[CH:29][C:24]([F:23])=[CH:25][CH:26]=4)=[CH:13][CH:14]=3)[O:8][C:4]=2[CH:3]=1, predict the reactants needed to synthesize it. The reactants are: [NH2:1][C:2]1[C:21]([Br:22])=[CH:20][C:5]2[C:6]([C:16]([NH:18][CH3:19])=[O:17])=[C:7]([C:9]3[CH:10]=[N:11][C:12](F)=[CH:13][CH:14]=3)[O:8][C:4]=2[CH:3]=1.[F:23][C:24]1[CH:29]=[CH:28][C:27]([OH:30])=[CH:26][CH:25]=1.C([O-])([O-])=O.[K+].[K+]. (4) Given the product [S:1]1[CH:5]=[CH:4][N:3]=[C:2]1[NH:6][S:7]([C:10]1[CH:11]=[C:12]2[C:16](=[CH:17][CH:18]=1)[N:15]([C:28](=[O:29])[CH2:27][Cl:26])[CH2:14][CH2:13]2)(=[O:9])=[O:8], predict the reactants needed to synthesize it. The reactants are: [S:1]1[CH:5]=[CH:4][N:3]=[C:2]1[NH:6][S:7]([C:10]1[CH:11]=[C:12]2[C:16](=[CH:17][CH:18]=1)[NH:15][CH2:14][CH2:13]2)(=[O:9])=[O:8].C(N(CC)CC)C.[Cl:26][CH2:27][C:28](Cl)=[O:29].CC#N. (5) Given the product [C:5]([NH2:7])(=[O:6])[C:4]1[CH:28]=[CH:29][N:30]=[CH:2][CH:3]=1, predict the reactants needed to synthesize it. The reactants are: Cl[C:2]1[CH:3]=[C:4]([CH:28]=[CH:29][N:30]=1)[C:5]([NH:7]C1C=C(C2C=CC(C(NCC3CC3)=O)=CC=2)C(C)=CC=1)=[O:6].